This data is from Reaction yield outcomes from USPTO patents with 853,638 reactions. The task is: Predict the reaction yield, written as a fraction of the theoretical maximum amount of product (1.0 means a 100% yield; for example, 0.34 means a 34% yield). The reactants are [C:1]([C:3]1[C:4]([N:10]=[CH:11][N:12](C)C)=[N:5][C:6]([CH3:9])=[CH:7][CH:8]=1)#[N:2].N[C:16]1[CH:21]=[C:20]([O:22][CH2:23][C:24]2[CH:29]=[CH:28][C:27]([O:30][CH3:31])=[CH:26][CH:25]=2)[CH:19]=[CH:18][C:17]=1[S:32][C:33]1[CH:38]=[CH:37][C:36]([OH:39])=[CH:35][CH:34]=1. The catalyst is C(O)(=O)C. The product is [CH3:31][O:30][C:27]1[CH:26]=[CH:25][C:24]([CH2:23][O:22][C:20]2[CH:19]=[CH:18][C:17]([S:32][C:33]3[CH:38]=[CH:37][C:36]([OH:39])=[CH:35][CH:34]=3)=[C:16]([NH:2][C:1]3[C:3]4[CH:8]=[CH:7][C:6]([CH3:9])=[N:5][C:4]=4[N:10]=[CH:11][N:12]=3)[CH:21]=2)=[CH:29][CH:28]=1. The yield is 0.350.